From a dataset of Forward reaction prediction with 1.9M reactions from USPTO patents (1976-2016). Predict the product of the given reaction. (1) Given the reactants [NH2:1][C:2]1[CH:7]=[CH:6][C:5]([N:8]2[CH:17]=[CH:16][C:15]3[N:14]=[C:13]([O:18][CH2:19][C:20]([NH2:22])=[O:21])[CH:12]=[CH:11][C:10]=3[C:9]2=[O:23])=[CH:4][C:3]=1[F:24].Cl.Cl[CH2:27][CH2:28][NH:29][CH2:30][CH2:31]Cl.C(=O)([O-])[O-].[K+].[K+], predict the reaction product. The product is: [F:24][C:3]1[CH:4]=[C:5]([N:8]2[CH:17]=[CH:16][C:15]3[N:14]=[C:13]([O:18][CH2:19][C:20]([NH2:22])=[O:21])[CH:12]=[CH:11][C:10]=3[C:9]2=[O:23])[CH:6]=[CH:7][C:2]=1[N:1]1[CH2:31][CH2:30][NH:29][CH2:28][CH2:27]1. (2) Given the reactants [CH3:1][N:2]1[C:10]2[C:5](=[C:6]([CH3:14])[C:7]([N+:11]([O-])=O)=[CH:8][CH:9]=2)[C:4]([C:15]2[CH2:20][CH2:19][N:18]([C:21]([O:23][C:24]([CH3:27])([CH3:26])[CH3:25])=[O:22])[CH2:17][CH:16]=2)=[CH:3]1.C([O-])=O.[NH4+], predict the reaction product. The product is: [NH2:11][C:7]1[C:6]([CH3:14])=[C:5]2[C:10](=[CH:9][CH:8]=1)[N:2]([CH3:1])[CH:3]=[C:4]2[C:15]1[CH2:20][CH2:19][N:18]([C:21]([O:23][C:24]([CH3:26])([CH3:25])[CH3:27])=[O:22])[CH2:17][CH:16]=1. (3) Given the reactants [C:1]1([NH:7][C:8]([C:10]2[CH:15]=[CH:14][C:13]([C:16]3[CH:21]=[CH:20][C:19]([NH:22][C:23]([C:25]4[O:29][C:28]([N:30]5[CH2:35][CH2:34][CH2:33][CH:32]([CH3:36])[CH2:31]5)=[N:27][C:26]=4[C:37]([F:40])([F:39])[F:38])=[O:24])=[CH:18][CH:17]=3)=[CH:12][CH:11]=2)=[O:9])[CH:6]=[CH:5][CH:4]=[CH:3][CH:2]=1.CC1CCCN([C:48]2[O:49]C(C(NC3C=CC(C4C=CC(C(O)=O)=CC=4)=CC=3)=O)=C(C(F)(F)F)N=2)C1.COC1C(N)=CC=CC=1, predict the reaction product. The product is: [CH3:48][O:49][C:2]1[CH:3]=[CH:4][CH:5]=[CH:6][C:1]=1[NH:7][C:8]([C:10]1[CH:11]=[CH:12][C:13]([C:16]2[CH:17]=[CH:18][C:19]([NH:22][C:23]([C:25]3[O:29][C:28]([N:30]4[CH2:35][CH2:34][CH2:33][CH:32]([CH3:36])[CH2:31]4)=[N:27][C:26]=3[C:37]([F:40])([F:39])[F:38])=[O:24])=[CH:20][CH:21]=2)=[CH:14][CH:15]=1)=[O:9].